Dataset: Full USPTO retrosynthesis dataset with 1.9M reactions from patents (1976-2016). Task: Predict the reactants needed to synthesize the given product. (1) Given the product [F:18][C:15]([F:16])([F:17])[CH:12]1[CH2:13][CH2:14][C:9]([C:21]2[N:26]=[CH:25][N:24]=[C:23]([C:27]([O:29][CH3:30])=[O:28])[CH:22]=2)=[CH:10][CH2:11]1, predict the reactants needed to synthesize it. The reactants are: CC1(C)C(C)(C)OB([C:9]2[CH2:14][CH2:13][CH:12]([C:15]([F:18])([F:17])[F:16])[CH2:11][CH:10]=2)O1.Cl[C:21]1[N:26]=[CH:25][N:24]=[C:23]([C:27]([O:29][CH3:30])=[O:28])[CH:22]=1.C(Cl)Cl.C([O-])([O-])=O.[K+].[K+]. (2) Given the product [Cl:23][CH2:24][C:25]1[N:12]([CH2:13][CH2:14][NH:15][C:16](=[O:22])[O:17][C:18]([CH3:19])([CH3:21])[CH3:20])[C:11]2[C:10]3[CH:9]=[CH:8][CH:7]=[CH:6][C:5]=3[N:4]=[CH:3][C:2]=2[N:1]=1, predict the reactants needed to synthesize it. The reactants are: [NH2:1][C:2]1[CH:3]=[N:4][C:5]2[C:10]([C:11]=1[NH:12][CH2:13][CH2:14][NH:15][C:16](=[O:22])[O:17][C:18]([CH3:21])([CH3:20])[CH3:19])=[CH:9][CH:8]=[CH:7][CH:6]=2.[Cl:23][CH2:24][C:25](Cl)=O.